This data is from Reaction yield outcomes from USPTO patents with 853,638 reactions. The task is: Predict the reaction yield, written as a fraction of the theoretical maximum amount of product (1.0 means a 100% yield; for example, 0.34 means a 34% yield). (1) The reactants are Cl[CH2:2][C@H:3]1[O:8][CH2:7][C@@H:6]2[CH2:9][CH2:10][CH2:11][N:5]2[CH2:4]1.[C:12]([O-:15])(=[O:14])[CH3:13].[K+]. The catalyst is CN(C)C=O. The product is [C:12]([O:15][CH2:2][C@H:3]1[O:8][CH2:7][C@@H:6]2[CH2:9][CH2:10][CH2:11][N:5]2[CH2:4]1)(=[O:14])[CH3:13]. The yield is 0.970. (2) The reactants are C1(P(C2C=CC=CC=2)C2C=CC=CC=2)C=CC=CC=1.Br[C:21]([Br:24])(Br)Br.[F:25][C:26]1[CH:27]=[C:28]([C:32]2[C:41]3[C:36](=[CH:37][CH:38]=[CH:39][CH:40]=3)[C:35](=[O:42])[O:34][C:33]=2CO)[CH:29]=[CH:30][CH:31]=1. The catalyst is C(Cl)Cl.CO. The product is [Br:24][CH2:21][C:33]1[O:34][C:35](=[O:42])[C:36]2[C:41]([C:32]=1[C:28]1[CH:29]=[CH:30][CH:31]=[C:26]([F:25])[CH:27]=1)=[CH:40][CH:39]=[CH:38][CH:37]=2. The yield is 0.595.